Dataset: Peptide-MHC class II binding affinity with 134,281 pairs from IEDB. Task: Regression. Given a peptide amino acid sequence and an MHC pseudo amino acid sequence, predict their binding affinity value. This is MHC class II binding data. (1) The MHC is HLA-DQA10501-DQB10301 with pseudo-sequence HLA-DQA10501-DQB10301. The binding affinity (normalized) is 0.423. The peptide sequence is VDCRPFNGGESKLKA. (2) The peptide sequence is DFNEFISFCNANPGL. The MHC is DRB1_0701 with pseudo-sequence DRB1_0701. The binding affinity (normalized) is 0.790. (3) The binding affinity (normalized) is 0. The peptide sequence is EHREVLQWKFDSQLARRH. The MHC is DRB1_1302 with pseudo-sequence DRB1_1302. (4) The peptide sequence is LFFNHHKVMLLGHDD. The MHC is HLA-DPA10103-DPB10401 with pseudo-sequence HLA-DPA10103-DPB10401. The binding affinity (normalized) is 0.218. (5) The peptide sequence is GELQIVDKIDAAFRI. The MHC is DRB1_0404 with pseudo-sequence DRB1_0404. The binding affinity (normalized) is 0.529. (6) The peptide sequence is ALEDDLLNRNNSFKP. The binding affinity (normalized) is 0. The MHC is HLA-DPA10103-DPB10301 with pseudo-sequence HLA-DPA10103-DPB10301. (7) The peptide sequence is IVLNHMTGAQSGKGT. The MHC is HLA-DPA10201-DPB10501 with pseudo-sequence HLA-DPA10201-DPB10501. The binding affinity (normalized) is 0.247. (8) The MHC is DRB5_0101 with pseudo-sequence DRB5_0101. The peptide sequence is GELQEVDKIDAAFKI. The binding affinity (normalized) is 0.839.